From a dataset of Forward reaction prediction with 1.9M reactions from USPTO patents (1976-2016). Predict the product of the given reaction. (1) Given the reactants [C:1]([CH2:5][C:6]([O:8][CH2:9][CH3:10])=[O:7])(=[O:4])[CH2:2][CH3:3].[H-].[Na+].Br[CH2:14][C:15]([C:17]1[CH:22]=[CH:21][C:20](C)=[CH:19][N:18]=1)=[O:16].[Cl-].[NH4+], predict the reaction product. The product is: [CH2:9]([O:8][C:6](=[O:7])[CH:5]([CH2:14][C:15](=[O:16])[C:17]1[CH:22]=[CH:21][CH:20]=[CH:19][N:18]=1)[C:1](=[O:4])[CH2:2][CH3:3])[CH3:10]. (2) Given the reactants [F:1][C:2]([F:51])([F:50])[C:3]1[CH:4]=[C:5]([CH:43]=[C:44]([C:46]([F:49])([F:48])[F:47])[CH:45]=1)[CH2:6][N:7]([CH:23]([C:25]1[CH:30]=[C:29]([C:31]([F:34])([F:33])[F:32])[CH:28]=[CH:27][C:26]=1[N:35]([CH2:39][CH:40]1[CH2:42][CH2:41]1)[CH2:36][CH2:37][CH3:38])[CH3:24])[C:8]1[N:13]=[CH:12][C:11]([O:14][CH2:15][CH2:16][CH2:17][C:18]([O:20]CC)=[O:19])=[CH:10][N:9]=1.[OH-].[Na+], predict the reaction product. The product is: [F:49][C:46]([F:47])([F:48])[C:44]1[CH:43]=[C:5]([CH:4]=[C:3]([C:2]([F:1])([F:50])[F:51])[CH:45]=1)[CH2:6][N:7]([CH:23]([C:25]1[CH:30]=[C:29]([C:31]([F:34])([F:33])[F:32])[CH:28]=[CH:27][C:26]=1[N:35]([CH2:39][CH:40]1[CH2:41][CH2:42]1)[CH2:36][CH2:37][CH3:38])[CH3:24])[C:8]1[N:9]=[CH:10][C:11]([O:14][CH2:15][CH2:16][CH2:17][C:18]([OH:20])=[O:19])=[CH:12][N:13]=1. (3) Given the reactants [CH3:1][O:2][CH2:3][O:4][C:5]1[CH:6]=[CH:7][C:8]([CH2:12][C:13]([CH3:16])([CH3:15])[CH3:14])=[N+:9]([O-])[CH:10]=1.C(Cl)(=O)C1C=CC=CC=1.C[Si]([C:30]#[N:31])(C)C.CCOC(C)=O.CCCCCC, predict the reaction product. The product is: [CH3:1][O:2][CH2:3][O:4][C:5]1[C:10]([C:30]#[N:31])=[N:9][C:8]([CH2:12][C:13]([CH3:16])([CH3:15])[CH3:14])=[CH:7][CH:6]=1. (4) The product is: [NH2:9][C:10]1[N:11](/[C:7](=[N:6]/[CH:1]2[CH2:5][CH2:4][CH2:3][CH2:2]2)/[C:8]([C:17]2[CH:22]=[CH:21][C:20]([F:23])=[CH:19][C:18]=2[O:24][CH3:25])=[O:28])[N:12]=[CH:13][C:14]=1[C:15]#[N:16]. Given the reactants [CH:1]1([NH:6][C:7]2[N:11]3[N:12]=[CH:13][C:14]([C:15]#[N:16])=[C:10]3[NH:9][C:8]=2[C:17]2[CH:22]=[CH:21][C:20]([F:23])=[CH:19][C:18]=2[O:24][CH3:25])[CH2:5][CH2:4][CH2:3][CH2:2]1.CS(C)=[O:28], predict the reaction product. (5) Given the reactants [CH2:1]([CH:3]([CH2:27][CH3:28])[CH:4]([NH:16][C:17]1[CH:26]=[CH:25][C:20]([C:21]([O:23]C)=[O:22])=[CH:19][CH:18]=1)[C:5]1[O:6][C:7]2[CH:14]=[CH:13][C:12]([F:15])=[CH:11][C:8]=2[C:9]=1[CH3:10])[CH3:2].O1CCCC1.[OH-].[Na+], predict the reaction product. The product is: [CH2:27]([CH:3]([CH2:1][CH3:2])[CH:4]([NH:16][C:17]1[CH:18]=[CH:19][C:20]([C:21]([OH:23])=[O:22])=[CH:25][CH:26]=1)[C:5]1[O:6][C:7]2[CH:14]=[CH:13][C:12]([F:15])=[CH:11][C:8]=2[C:9]=1[CH3:10])[CH3:28].